This data is from Reaction yield outcomes from USPTO patents with 853,638 reactions. The task is: Predict the reaction yield, written as a fraction of the theoretical maximum amount of product (1.0 means a 100% yield; for example, 0.34 means a 34% yield). (1) The reactants are [F:1][C:2]1[CH:3]=[C:4]2[C:8](=[C:9]([NH:11][CH3:12])[CH:10]=1)[NH:7][C:6]1[N:13]=[C:14]([O:27][C:28]3[CH:29]=[N:30][C:31]([CH3:34])=[N:32][CH:33]=3)[N:15]=[C:16](SCC3C=CC(OC)=CC=3)[C:5]2=1.ClC1C=C(C=CC=1)C(OO)=[O:40].[OH-].[Li+].O. The catalyst is O1CCOCC1. The product is [F:1][C:2]1[CH:3]=[C:4]2[C:8](=[C:9]([NH:11][CH3:12])[CH:10]=1)[NH:7][C:6]1[N:13]=[C:14]([O:27][C:28]3[CH:33]=[N:32][C:31]([CH3:34])=[N:30][CH:29]=3)[N:15]=[C:16]([OH:40])[C:5]2=1. The yield is 0.950. (2) The reactants are [O:1]1[C:5]2[CH:6]=[CH:7][C:8]([CH2:10][C:11]#[N:12])=[CH:9][C:4]=2[O:3]C1.B(Br)(Br)Br.O. The catalyst is C(Cl)Cl. The product is [OH:3][C:4]1[CH:9]=[C:8]([CH2:10][C:11]#[N:12])[CH:7]=[CH:6][C:5]=1[OH:1]. The yield is 0.540. (3) The reactants are [Cl:1][C:2]1[N:7]=[C:6]([S:8]([CH3:11])(=O)=O)[N:5]=[C:4]([NH:12][C:13]2[NH:17][N:16]=[C:15]([CH3:18])[CH:14]=2)[CH:3]=1.[CH3:19][C:20]1[CH:29]=[CH:28][C:27]2[C:22](=[CH:23][CH:24]=C(S)[CH:26]=2)[N:21]=1. The catalyst is C(O)(C)(C)C.C(OCC)(=O)C. The product is [CH3:19][C:20]1[CH:29]=[CH:28][C:27]2[C:22](=[CH:23][CH:24]=[C:11]([S:8][C:6]3[N:5]=[C:4]([NH:12][C:13]4[NH:17][N:16]=[C:15]([CH3:18])[CH:14]=4)[CH:3]=[C:2]([Cl:1])[N:7]=3)[CH:26]=2)[N:21]=1. The yield is 0.190. (4) The reactants are [C:1]([CH2:3][CH2:4][C@@:5]1([C:31]([O:33]C)=O)[CH2:9][CH2:8][C@H:7]([C:10]2[CH:15]=[CH:14][C:13]([O:16]CC3C=CC=CC=3)=[CH:12][CH:11]=2)[N:6]1C(OC(C)(C)C)=O)#[N:2].C(O)(C(F)(F)F)=O. The catalyst is CO.[Ni].ClCCl. The product is [OH:16][C:13]1[CH:14]=[CH:15][C:10]([CH:7]2[CH2:8][CH2:9][C@:5]3([CH2:4][CH2:3][CH2:1][NH:2][C:31]3=[O:33])[NH:6]2)=[CH:11][CH:12]=1. The yield is 0.190. (5) The reactants are [CH3:1][O:2][C:3]1[CH:4]=[C:5]([CH2:19][NH2:20])[CH:6]=[CH:7][C:8]=1[O:9][CH2:10][C:11]1[CH:12]=[N:13][C:14]([O:17][CH3:18])=[CH:15][CH:16]=1.Cl[C:22]1[C:27]([N+:28]([O-:30])=[O:29])=[CH:26][C:25]([I:31])=[CH:24][N:23]=1.C(N(CC)C(C)C)(C)C. The catalyst is C(#N)C. The product is [I:31][C:25]1[CH:26]=[C:27]([N+:28]([O-:30])=[O:29])[C:22]([NH:20][CH2:19][C:5]2[CH:6]=[CH:7][C:8]([O:9][CH2:10][C:11]3[CH:12]=[N:13][C:14]([O:17][CH3:18])=[CH:15][CH:16]=3)=[C:3]([O:2][CH3:1])[CH:4]=2)=[N:23][CH:24]=1. The yield is 0.850. (6) The reactants are [CH3:1][O:2][C:3]1[N:8]=[C:7]([NH2:9])[CH:6]=[CH:5][C:4]=1[C:10]1[CH:11]=[N:12][N:13]([CH3:15])[CH:14]=1.C(=O)([O-])[O-].[Cs+].[Cs+].Cl[C:23]1[CH:24]=[CH:25][C:26]2[CH2:27][N:28]([CH3:41])[CH2:29][CH:30]([C:34]3[CH:39]=[CH:38][CH:37]=[C:36]([CH3:40])[N:35]=3)[O:31][C:32]=2[N:33]=1.COCCOC. The catalyst is C(O[Pd]C1C=CC=CC=1C1C=CC=CC=1P(C(C)(C)C)C(C)(C)C)(=O)C.C(O)C. The yield is 0.160. The product is [CH3:1][O:2][C:3]1[N:8]=[C:7]([NH:9][C:23]2[CH:24]=[CH:25][C:26]3[CH2:27][N:28]([CH3:41])[CH2:29][CH:30]([C:34]4[CH:39]=[CH:38][CH:37]=[C:36]([CH3:40])[N:35]=4)[O:31][C:32]=3[N:33]=2)[CH:6]=[CH:5][C:4]=1[C:10]1[CH:11]=[N:12][N:13]([CH3:15])[CH:14]=1. (7) The reactants are C(O[BH-](OC(=O)C)OC(=O)C)(=O)C.[Na+].[Cl:15][C:16]1[C:25]2[C:20](=[CH:21][C:22]([CH:26]=O)=[CH:23][CH:24]=2)[N:19]=[C:18]([CH3:28])[CH:17]=1.[NH2:29][C:30]1[CH:37]=[CH:36][C:33]([C:34]#[N:35])=[CH:32][CH:31]=1.C(O)(=O)C. The catalyst is ClCCCl. The product is [Cl:15][C:16]1[C:25]2[C:20](=[CH:21][C:22]([CH2:26][NH:29][C:30]3[CH:37]=[CH:36][C:33]([C:34]#[N:35])=[CH:32][CH:31]=3)=[CH:23][CH:24]=2)[N:19]=[C:18]([CH3:28])[CH:17]=1. The yield is 0.640. (8) The reactants are [F:1][C:2]1[CH:3]=[CH:4][C:5]([OH:8])=[N:6][CH:7]=1.[Br:9][C:10]1[CH:15]=[CH:14][C:13](I)=[CH:12][C:11]=1[O:17][CH3:18].[F-].[K+].CS(C)=O. The catalyst is [Cu]I.O. The product is [Br:9][C:10]1[CH:15]=[CH:14][C:13]([O:8][C:5]2[CH:4]=[CH:3][C:2]([F:1])=[CH:7][N:6]=2)=[CH:12][C:11]=1[O:17][CH3:18]. The yield is 0.441. (9) The product is [CH2:1]([O:3][C@@H:4]([CH2:17][C:18]1[CH:23]=[CH:22][C:21]([O:24][CH2:25][CH2:26][C:27]2[CH:28]=[CH:29][C:30]([O:33][S:34]([CH3:37])(=[O:35])=[O:36])=[CH:31][CH:32]=2)=[CH:20][CH:19]=1)[C:5]([NH:7][C@H:8]([C:11]1[CH:12]=[CH:13][CH:14]=[CH:15][CH:16]=1)[CH2:9][OH:10])=[O:6])[CH3:2]. The yield is 0.380. The catalyst is CCCCCCC. The reactants are [CH2:1]([O:3][C@H:4]([CH2:17][C:18]1[CH:23]=[CH:22][C:21]([O:24][CH2:25][CH2:26][C:27]2[CH:32]=[CH:31][C:30]([O:33][S:34]([CH3:37])(=[O:36])=[O:35])=[CH:29][CH:28]=2)=[CH:20][CH:19]=1)[C:5]([NH:7][C@H:8]([C:11]1[CH:16]=[CH:15][CH:14]=[CH:13][CH:12]=1)[CH2:9][OH:10])=[O:6])[CH3:2]. (10) The reactants are [F:1][C:2]([F:12])([F:11])[C:3]1[CH:10]=[CH:9][C:6]([CH2:7][OH:8])=[CH:5][CH:4]=1.[H-].[Na+].Cl[C:16]1[C:17]2[CH:26]=[CH:25][N:24]([C:27]3[C:32]([CH3:33])=[CH:31][C:30]([CH3:34])=[CH:29][C:28]=3[CH3:35])[C:18]=2[C:19](=[O:23])[N:20]([CH3:22])[N:21]=1. The catalyst is CN(C=O)C.O. The product is [C:28]1([CH3:35])[CH:29]=[C:30]([CH3:34])[CH:31]=[C:32]([CH3:33])[C:27]=1[N:24]1[C:18]2[C:19](=[O:23])[N:20]([CH3:22])[N:21]=[C:16]([O:8][CH2:7][C:6]3[CH:9]=[CH:10][C:3]([C:2]([F:11])([F:12])[F:1])=[CH:4][CH:5]=3)[C:17]=2[CH:26]=[CH:25]1. The yield is 0.240.